From a dataset of Reaction yield outcomes from USPTO patents with 853,638 reactions. Predict the reaction yield, written as a fraction of the theoretical maximum amount of product (1.0 means a 100% yield; for example, 0.34 means a 34% yield). (1) The reactants are [O:1]=[S:2]1(=[O:25])[CH2:7][CH:6]=[C:5]([C:8]2[CH:13]=[CH:12][C:11]([N:14]3[CH2:18][C@H:17]([CH2:19][N:20]=[N+:21]=[N-:22])[O:16][C:15]3=[O:23])=[CH:10][C:9]=2[F:24])[CH2:4][CH2:3]1.[F:26][C:27](S(=O)(=O)C1C=CC=CC=1)=[CH2:28]. The catalyst is C1(C)C=CC=CC=1.ClCCl. The product is [O:25]=[S:2]1(=[O:1])[CH2:3][CH:4]=[C:5]([C:8]2[CH:13]=[CH:12][C:11]([N:14]3[CH2:18][C@H:17]([CH2:19][N:20]4[CH:28]=[C:27]([F:26])[N:22]=[N:21]4)[O:16][C:15]3=[O:23])=[CH:10][C:9]=2[F:24])[CH2:6][CH2:7]1. The yield is 0.0400. (2) The reactants are [O:1]1[CH2:5][CH2:4][CH2:3][N:2]1[C:6]1[CH:11]=[C:10]([Cl:12])[C:9]([S:13]([NH2:16])(=[O:15])=[O:14])=[C:8](Cl)[C:7]=1[N+:18]([O-:20])=[O:19].[H-].[Na+].[OH2:23]. No catalyst specified. The product is [O:1]1[CH2:5][CH2:4][CH2:3][N:2]1[C:6]1[CH:11]=[C:10]([Cl:12])[C:9]([S:13]([NH2:16])(=[O:15])=[O:14])=[C:8]([OH:23])[C:7]=1[N+:18]([O-:20])=[O:19]. The yield is 0.530. (3) The reactants are [F:1][C:2]1[CH:7]=[CH:6][C:5]([CH:8]=[CH:9][C:10](O)=[O:11])=[C:4]([C:13]([F:16])([F:15])[F:14])[CH:3]=1.C(Cl)(=O)C(Cl)=O.[NH3:23]. The catalyst is C1COCC1.CN(C)C=O. The product is [F:1][C:2]1[CH:7]=[CH:6][C:5]([CH:8]=[CH:9][C:10]([NH2:23])=[O:11])=[C:4]([C:13]([F:16])([F:15])[F:14])[CH:3]=1. The yield is 0.400. (4) The reactants are F[P-](F)(F)(F)(F)F.N1(O[P+](N(C)C)(N(C)C)N(C)C)C2C=CC=CC=2N=N1.[CH:28]1([CH2:34][C@H:35]([N:39]2[CH2:47][C:46]3[C:41](=[CH:42][CH:43]=[CH:44][C:45]=3[F:48])[C:40]2=[O:49])[C:36]([OH:38])=O)[CH2:33][CH2:32][CH2:31][CH2:30][CH2:29]1.Cl.[NH2:51][C:52]1[S:53][C:54]([Cl:57])=[CH:55][N:56]=1.C1(C[C@H](N2CC3C(=CC=CC=3)C2=O)C(NC2SC=CN=2)=O)CCCCC1. No catalyst specified. The product is [Cl:57][C:54]1[S:53][C:52]([NH:51][C:36](=[O:38])[C@@H:35]([N:39]2[CH2:47][C:46]3[C:41](=[CH:42][CH:43]=[CH:44][C:45]=3[F:48])[C:40]2=[O:49])[CH2:34][CH:28]2[CH2:29][CH2:30][CH2:31][CH2:32][CH2:33]2)=[N:56][CH:55]=1. The yield is 0.200. (5) The reactants are [CH:1]1([CH2:7][CH2:8][CH2:9][C@@H:10]([C:16]2[O:20][N:19]=[C:18]([CH:21]3[CH2:24][N:23]([S:25]([CH3:28])(=[O:27])=[O:26])[CH2:22]3)[N:17]=2)[CH2:11][C:12]([O:14]C)=[O:13])[CH2:6][CH2:5][CH2:4][CH2:3][CH2:2]1.O[Li].O.Cl. The catalyst is O1CCOCC1.O. The product is [CH:1]1([CH2:7][CH2:8][CH2:9][C@@H:10]([C:16]2[O:20][N:19]=[C:18]([CH:21]3[CH2:22][N:23]([S:25]([CH3:28])(=[O:26])=[O:27])[CH2:24]3)[N:17]=2)[CH2:11][C:12]([OH:14])=[O:13])[CH2:6][CH2:5][CH2:4][CH2:3][CH2:2]1. The yield is 0.780. (6) The reactants are Cl.[C:2](=[NH:7])(OCC)[CH3:3].C(N(CC)CC)C.[NH:15]([C:17]([O:19][C:20]([CH3:23])([CH3:22])[CH3:21])=[O:18])[NH2:16].Br.Br[CH2:26][C:27]([C:29]1[CH:30]=[N:31][CH:32]=[CH:33][CH:34]=1)=O. The catalyst is C(O)C. The product is [CH3:3][C:2]1[N:16]([NH:15][C:17](=[O:18])[O:19][C:20]([CH3:23])([CH3:22])[CH3:21])[CH:26]=[C:27]([C:29]2[CH:30]=[N:31][CH:32]=[CH:33][CH:34]=2)[N:7]=1. The yield is 0.173. (7) The reactants are Cl[C:2]1[N:3]=[C:4]([N:17]2[CH2:22][CH2:21][O:20][CH2:19][CH2:18]2)[C:5]2[S:10][CH:9]=[C:8]([C:11]3[CH:12]=[N:13][CH:14]=[CH:15][CH:16]=3)[C:6]=2[N:7]=1.CC1(C)C(C)(C)OB([C:31]2[CH:32]=[N:33][C:34]([NH2:37])=[N:35][CH:36]=2)O1. No catalyst specified. The product is [O:20]1[CH2:21][CH2:22][N:17]([C:4]2[C:5]3[S:10][CH:9]=[C:8]([C:11]4[CH:12]=[N:13][CH:14]=[CH:15][CH:16]=4)[C:6]=3[N:7]=[C:2]([C:31]3[CH:32]=[N:33][C:34]([NH2:37])=[N:35][CH:36]=3)[N:3]=2)[CH2:18][CH2:19]1. The yield is 0.780.